This data is from Full USPTO retrosynthesis dataset with 1.9M reactions from patents (1976-2016). The task is: Predict the reactants needed to synthesize the given product. (1) The reactants are: [N+:1]([C:4]1[CH:13]=[CH:12][CH:11]=[C:10]2[C:5]=1[CH:6]=[CH:7]O[C:9]2=[O:14])([O-:3])=[O:2].[O:15]1[CH2:20][CH2:19][CH:18]([CH2:21][NH2:22])[CH2:17][CH2:16]1.O1CCOCC1. Given the product [N+:1]([C:4]1[CH:13]=[CH:12][CH:11]=[C:10]2[C:5]=1[CH:6]=[CH:7][N:22]([CH2:21][CH:18]1[CH2:19][CH2:20][O:15][CH2:16][CH2:17]1)[C:9]2=[O:14])([O-:3])=[O:2], predict the reactants needed to synthesize it. (2) Given the product [Cl:1][C:2]1[CH:3]=[C:4]([C@@H:14]([NH:21][C:22](=[O:42])[CH2:23][NH:24][C:25](=[O:41])[C:26]2[CH:31]=[C:30]([NH:32][C:33]3[NH:38][CH2:37][CH:36]([OH:39])[CH2:35][N:34]=3)[CH:29]=[C:28]([OH:40])[CH:27]=2)[CH2:15][C:16]([OH:18])=[O:17])[CH:5]=[C:6]([C:8]([CH3:13])([CH3:12])[CH2:9][O:10][CH3:11])[CH:7]=1, predict the reactants needed to synthesize it. The reactants are: [Cl:1][C:2]1[CH:3]=[C:4]([C@@H:14]([NH:21][C:22](=[O:42])[CH2:23][NH:24][C:25](=[O:41])[C:26]2[CH:31]=[C:30]([NH:32][C:33]3[NH:34][CH2:35][CH:36]([OH:39])[CH2:37][N:38]=3)[CH:29]=[C:28]([OH:40])[CH:27]=2)[CH2:15][C:16]([O:18]CC)=[O:17])[CH:5]=[C:6]([C:8]([CH3:13])([CH3:12])[CH2:9][O:10][CH3:11])[CH:7]=1.O.[OH-].[Li+].